From a dataset of Reaction yield outcomes from USPTO patents with 853,638 reactions. Predict the reaction yield, written as a fraction of the theoretical maximum amount of product (1.0 means a 100% yield; for example, 0.34 means a 34% yield). (1) The reactants are [NH2:1][CH2:2][CH2:3][C:4]1[CH:5]=[C:6]([NH:10][C:11]([NH:13][CH2:14][CH2:15][CH2:16][C:17]2[CH:22]=[CH:21][CH:20]=[CH:19][CH:18]=2)=[O:12])[CH:7]=[CH:8][CH:9]=1.[CH2:23]([O:30][C:31]1[CH:32]=[CH:33][C:34]([C@@H:42]([O:45][Si:46]([C:49]([CH3:52])([CH3:51])[CH3:50])([CH3:48])[CH3:47])[CH2:43]Br)=[C:35]2[C:40]=1[NH:39][C:38](=[O:41])[CH:37]=[CH:36]2)[C:24]1[CH:29]=[CH:28][CH:27]=[CH:26][CH:25]=1.C(=O)([O-])O.[Na+].O. The catalyst is CN1CCCC1=O. The product is [CH2:23]([O:30][C:31]1[CH:32]=[CH:33][C:34]([C@@H:42]([O:45][Si:46]([C:49]([CH3:50])([CH3:52])[CH3:51])([CH3:48])[CH3:47])[CH2:43][NH:1][CH2:2][CH2:3][C:4]2[CH:5]=[C:6]([NH:10][C:11]([NH:13][CH2:14][CH2:15][CH2:16][C:17]3[CH:22]=[CH:21][CH:20]=[CH:19][CH:18]=3)=[O:12])[CH:7]=[CH:8][CH:9]=2)=[C:35]2[C:40]=1[NH:39][C:38](=[O:41])[CH:37]=[CH:36]2)[C:24]1[CH:25]=[CH:26][CH:27]=[CH:28][CH:29]=1. The yield is 0.460. (2) The reactants are C([Cl:6])(=O)OCC.[CH2:7]([O:9][CH:10](OCC)[CH:11]1[CH2:15][CH2:14][O:13][CH:12]1OCC)[CH3:8]. No catalyst specified. The product is [Cl:6][CH2:14][CH2:15][C:11](=[CH:10][O:9][CH2:7][CH3:8])[CH:12]=[O:13]. The yield is 0.958. (3) The reactants are C1(C(C2C=CC=CC=2)[N:8]2[CH2:11][C:10]([CH2:20][NH:21][CH:22]([CH3:24])[CH3:23])([NH:12]CC3C=CC=CC=3)[CH2:9]2)C=CC=CC=1.[ClH:31].O1CCOCC1. The yield is 0.810. The catalyst is CO.[OH-].[Pd+2].[OH-]. The product is [ClH:31].[CH3:23][CH:22]([NH:21][CH2:20][C:10]1([NH2:12])[CH2:11][NH:8][CH2:9]1)[CH3:24]. (4) The reactants are [Br:1]Br.CC(N)(C)C.[OH:8][C:9]1[C:10]([CH3:19])=[C:11]([CH:16]=[CH:17][CH:18]=1)[C:12]([O:14][CH3:15])=[O:13].O. The catalyst is ClCCl. The product is [Br:1][C:18]1[CH:17]=[CH:16][C:11]([C:12]([O:14][CH3:15])=[O:13])=[C:10]([CH3:19])[C:9]=1[OH:8]. The yield is 0.200.